This data is from Full USPTO retrosynthesis dataset with 1.9M reactions from patents (1976-2016). The task is: Predict the reactants needed to synthesize the given product. (1) Given the product [F:2][C:3]1[C:12]2[C:7](=[CH:8][CH:9]=[CH:10][CH:11]=2)[CH:6]=[CH:5][C:4]=1[O:13][CH2:14][CH2:15][NH:16][CH2:22][C:18]1[S:17][CH:21]=[CH:20][CH:19]=1, predict the reactants needed to synthesize it. The reactants are: [Cl-].[F:2][C:3]1[C:12]2[C:7](=[CH:8][CH:9]=[CH:10][CH:11]=2)[CH:6]=[CH:5][C:4]=1[O:13][CH2:14][CH2:15][NH3+:16].[S:17]1[CH:21]=[CH:20][CH:19]=[C:18]1[CH:22]=O. (2) Given the product [CH:55]1([C@H:47]([NH:46][C:39]([C:36]2[CH:37]=[CH:38][C:33]([C:30]3[CH:29]=[CH:28][C:27]([O:26][CH3:25])=[CH:32][CH:31]=3)=[CH:34][C:35]=2[N+:42]([O-:44])=[O:43])=[O:41])[C:48]([O:50][C:51]([CH3:53])([CH3:52])[CH3:54])=[O:49])[CH2:60][CH2:59][CH2:58][CH2:57][CH2:56]1, predict the reactants needed to synthesize it. The reactants are: CN(C(ON1N=NC2C=CC=NC1=2)=[N+](C)C)C.F[P-](F)(F)(F)(F)F.[CH3:25][O:26][C:27]1[CH:32]=[CH:31][C:30]([C:33]2[CH:38]=[CH:37][C:36]([C:39]([OH:41])=O)=[C:35]([N+:42]([O-:44])=[O:43])[CH:34]=2)=[CH:29][CH:28]=1.Cl.[NH2:46][C@@H:47]([CH:55]1[CH2:60][CH2:59][CH2:58][CH2:57][CH2:56]1)[C:48]([O:50][C:51]([CH3:54])([CH3:53])[CH3:52])=[O:49].C(N(C(C)C)CC)(C)C. (3) Given the product [NH2:1][C@@H:2]1[CH2:7][CH2:6][CH2:5][N:4]([C:8]2[N:13]([CH2:14][C:15]3[CH:22]=[CH:21][CH:20]=[CH:19][C:16]=3[C:17]#[N:18])[C:12](=[O:23])[C:11]([C:27]3[CH:26]=[N:25][CH:30]=[CH:29][CH:28]=3)=[CH:10][CH:9]=2)[CH2:3]1, predict the reactants needed to synthesize it. The reactants are: [NH2:1][C@@H:2]1[CH2:7][CH2:6][CH2:5][N:4]([C:8]2[N:13]([CH2:14][C:15]3[CH:22]=[CH:21][CH:20]=[CH:19][C:16]=3[C:17]#[N:18])[C:12](=[O:23])[C:11](Br)=[CH:10][CH:9]=2)[CH2:3]1.[N:25]1[CH:30]=[CH:29][CH:28]=[C:27](B(O)O)[CH:26]=1.C(=O)([O-])[O-].[Na+].[Na+].O. (4) Given the product [F:36][C:33]1[CH:32]=[CH:31][C:30]([CH2:29][O:28][CH2:27][C:26]([NH:25][CH2:24][CH2:23][CH2:22][CH2:21][CH2:20][C:18]2[N:19]=[C:15]([NH:14][C:6](=[O:7])[C:5]3[CH:9]=[CH:10][C:11]([O:12][CH3:13])=[C:3]([O:2][CH3:1])[CH:4]=3)[S:16][CH:17]=2)=[O:37])=[CH:35][CH:34]=1, predict the reactants needed to synthesize it. The reactants are: [CH3:1][O:2][C:3]1[CH:4]=[C:5]([CH:9]=[CH:10][C:11]=1[O:12][CH3:13])[C:6](Cl)=[O:7].[NH2:14][C:15]1[S:16][CH:17]=[C:18]([CH2:20][CH2:21][CH2:22][CH2:23][CH2:24][NH:25][C:26](=[O:37])[CH2:27][O:28][CH2:29][C:30]2[CH:35]=[CH:34][C:33]([F:36])=[CH:32][CH:31]=2)[N:19]=1.CCN(C(C)C)C(C)C.C(O)C(N)(CO)CO. (5) Given the product [C:1]([O:20][CH2:21][CH2:22][O:23][C:24]1[CH:29]=[C:28]([N+:30]([O-:32])=[O:31])[C:27]([CH:33]([OH:34])[CH3:37])=[CH:26][C:25]=1[O:35][CH3:36])(=[O:19])[CH2:2][CH2:3][CH2:4][CH2:5][CH2:6][CH2:7][CH2:8][CH2:9][CH2:10][CH2:11][CH2:12][CH2:13][CH2:14][CH2:15][CH2:16][CH2:17][CH3:18], predict the reactants needed to synthesize it. The reactants are: [C:1]([O:20][CH2:21][CH2:22][O:23][C:24]1[CH:29]=[C:28]([N+:30]([O-:32])=[O:31])[C:27]([CH:33]=[O:34])=[CH:26][C:25]=1[O:35][CH3:36])(=[O:19])[CH2:2][CH2:3][CH2:4][CH2:5][CH2:6][CH2:7][CH2:8][CH2:9][CH2:10][CH2:11][CH2:12][CH2:13][CH2:14][CH2:15][CH2:16][CH2:17][CH3:18].[CH3:37][Al](C)C. (6) The reactants are: [CH3:1][C:2]1[CH:3]=[C:4]([CH:6]=[C:7](B2OC(C)(C)C(C)(C)O2)[CH:8]=1)[NH2:5].Br[C:19]1[S:23][C:22]([C:24]([OH:35])([CH3:34])[CH2:25][O:26][Si:27]([C:30]([CH3:33])([CH3:32])[CH3:31])([CH3:29])[CH3:28])=[N:21][CH:20]=1.CC(C1C=C(C(C)C)C(C2C=CC=CC=2P(C2CCCCC2)C2CCCCC2)=C(C(C)C)C=1)C.C(=O)([O-])[O-].[Cs+].[Cs+]. Given the product [NH2:5][C:4]1[CH:6]=[C:7]([C:19]2[S:23][C:22]([C:24]([OH:35])([CH3:34])[CH2:25][O:26][Si:27]([C:30]([CH3:33])([CH3:32])[CH3:31])([CH3:29])[CH3:28])=[N:21][CH:20]=2)[CH:8]=[C:2]([CH3:1])[CH:3]=1, predict the reactants needed to synthesize it.